This data is from Peptide-MHC class I binding affinity with 185,985 pairs from IEDB/IMGT. The task is: Regression. Given a peptide amino acid sequence and an MHC pseudo amino acid sequence, predict their binding affinity value. This is MHC class I binding data. (1) The peptide sequence is DITFLRPVL. The MHC is HLA-A02:06 with pseudo-sequence HLA-A02:06. The binding affinity (normalized) is 0.0431. (2) The peptide sequence is LMNELGVPFH. The MHC is HLA-A68:01 with pseudo-sequence HLA-A68:01. The binding affinity (normalized) is 0. (3) The peptide sequence is SSTFYYNL. The MHC is H-2-Db with pseudo-sequence H-2-Db. The binding affinity (normalized) is 0.356. (4) The MHC is HLA-A02:06 with pseudo-sequence HLA-A02:06. The binding affinity (normalized) is 0.643. The peptide sequence is YVVIGILTLA. (5) The binding affinity (normalized) is 0.0847. The peptide sequence is RRYQIAQYK. The MHC is HLA-B35:01 with pseudo-sequence HLA-B35:01. (6) The peptide sequence is YRHDGGNVL. The MHC is Patr-B0101 with pseudo-sequence Patr-B0101. The binding affinity (normalized) is 0. (7) The binding affinity (normalized) is 0.385. The peptide sequence is QIFEVYWYL. The MHC is HLA-A33:01 with pseudo-sequence HLA-A33:01. (8) The peptide sequence is FVKFNDYRK. The MHC is HLA-A31:01 with pseudo-sequence HLA-A31:01. The binding affinity (normalized) is 0.184.